Predict which catalyst facilitates the given reaction. From a dataset of Catalyst prediction with 721,799 reactions and 888 catalyst types from USPTO. (1) Reactant: C(=O)([O-])[O-].[Ca+2].[NH2:6][C:7]1[CH:12]=[C:11]([C:13]([F:16])([F:15])[F:14])[C:10]([C:17]2[CH:27]=[CH:26][C:20]3[O:21][CH2:22][C:23](=[O:25])[NH:24][C:19]=3[CH:18]=2)=[C:9]([Cl:28])[CH:8]=1.[C:29](Cl)(Cl)=[S:30].Cl. Product: [Cl:28][C:9]1[CH:8]=[C:7]([N:6]=[C:29]=[S:30])[CH:12]=[C:11]([C:13]([F:14])([F:15])[F:16])[C:10]=1[C:17]1[CH:27]=[CH:26][C:20]2[O:21][CH2:22][C:23](=[O:25])[NH:24][C:19]=2[CH:18]=1. The catalyst class is: 46. (2) Reactant: [Cl:1][C:2]1[CH:10]=[C:9]([Cl:11])[CH:8]=[CH:7][C:3]=1[C:4]([OH:6])=O.CN(C(ON1N=NC2C=CC=CC1=2)=[N+](C)C)C.[B-](F)(F)(F)F.[N:34]1[C:43]2[NH:42][CH2:41][CH2:40][CH2:39][C:38]=2[CH:37]=[CH:36][C:35]=1[CH2:44][CH2:45][O:46][C:47]1[CH:59]=[CH:58][C:50]([CH2:51][C@@H:52]([C:54]([O:56]C)=[O:55])[NH2:53])=[CH:49][CH:48]=1.[Li+].[OH-]. Product: [Cl:1][C:2]1[CH:10]=[C:9]([Cl:11])[CH:8]=[CH:7][C:3]=1[C:4]([NH:53][C@H:52]([C:54]([OH:56])=[O:55])[CH2:51][C:50]1[CH:58]=[CH:59][C:47]([O:46][CH2:45][CH2:44][C:35]2[CH:36]=[CH:37][C:38]3[CH2:39][CH2:40][CH2:41][NH:42][C:43]=3[N:34]=2)=[CH:48][CH:49]=1)=[O:6]. The catalyst class is: 18. (3) Reactant: [CH2:1]([O:8][C:9](=[O:31])[NH:10][CH2:11][CH2:12][CH2:13][CH2:14][CH2:15][C:16](=O)[N:17]([C:21]1[CH:26]=[C:25]([C:27]#[N:28])[CH:24]=[CH:23][C:22]=1[NH2:29])[CH2:18][CH2:19][CH3:20])[C:2]1[CH:7]=[CH:6][CH:5]=[CH:4][CH:3]=1.Cl.O1CCOCC1. Product: [CH2:1]([O:8][C:9](=[O:31])[NH:10][CH2:11][CH2:12][CH2:13][CH2:14][CH2:15][C:16]1[N:17]([CH2:18][CH2:19][CH3:20])[C:21]2[CH:26]=[C:25]([C:27]#[N:28])[CH:24]=[CH:23][C:22]=2[N:29]=1)[C:2]1[CH:7]=[CH:6][CH:5]=[CH:4][CH:3]=1. The catalyst class is: 5. (4) Reactant: [Cl:1][C:2]1[N:7]=[C:6]2[NH:8][N:9]=[CH:10][C:5]2=[CH:4][N:3]=1.[C:11]1(B(O)O)[CH:16]=[CH:15][CH:14]=[CH:13][CH:12]=1.N1C=CC=CC=1. Product: [Cl:1][C:2]1[N:7]=[C:6]2[N:8]([C:11]3[CH:16]=[CH:15][CH:14]=[CH:13][CH:12]=3)[N:9]=[CH:10][C:5]2=[CH:4][N:3]=1. The catalyst class is: 221.